Dataset: Reaction yield outcomes from USPTO patents with 853,638 reactions. Task: Predict the reaction yield, written as a fraction of the theoretical maximum amount of product (1.0 means a 100% yield; for example, 0.34 means a 34% yield). (1) The reactants are [NH2:1][C:2]1[N:7]=[C:6]([C:8]2[CH:13]=[CH:12][N:11]=[CH:10]N=2)[CH:5]=[CH:4][N:3]=1.[ClH:14].O.[CH:16](O)(C)C. The catalyst is [Pd]. The product is [ClH:14].[N:11]1[CH:12]=[CH:13][C:8]([CH:6]2[NH:7][C:2]([NH2:1])=[N:3][CH2:4][CH2:5]2)=[CH:16][CH:10]=1. The yield is 0.270. (2) The reactants are [CH3:1][C:2]1[N:6]([CH:7]([C:9]2[CH:14]=[CH:13][CH:12]=[CH:11][CH:10]=2)[CH3:8])[N:5]=[CH:4][C:3]=1[C:15]([OH:17])=O.Cl.C(N=C=NCCCN(C)C)C.C1C=C2N=NN(O)C2=CC=1.N.[NH2:41][CH2:42][C:43]1[C:44]([OH:51])=[N:45][C:46]([CH3:50])=[CH:47][C:48]=1[CH3:49]. The catalyst is O.ClCCl.C(N(CC)CC)C. The product is [OH:51][C:44]1[C:43]([CH2:42][NH:41][C:15]([C:3]2[CH:4]=[N:5][N:6]([CH:7]([C:9]3[CH:10]=[CH:11][CH:12]=[CH:13][CH:14]=3)[CH3:8])[C:2]=2[CH3:1])=[O:17])=[C:48]([CH3:49])[CH:47]=[C:46]([CH3:50])[N:45]=1. The yield is 0.560. (3) The reactants are I[CH:2]([CH3:4])[CH3:3].[NH:5]1[C:9]([C:10]2[CH:11]=[C:12]([C:16]3[CH:17]=[CH:18][C:19]4[O:23][C:22]([C:24]5[CH:29]=[CH:28][C:27]([F:30])=[CH:26][CH:25]=5)=[C:21]([C:31]([NH:33][CH3:34])=[O:32])[C:20]=4[CH:35]=3)[CH:13]=[CH:14][CH:15]=2)=[N:8][N:7]=[N:6]1.C([O-])([O-])=O.[Na+].[Na+]. The catalyst is CN(C=O)C. The product is [F:30][C:27]1[CH:28]=[CH:29][C:24]([C:22]2[O:23][C:19]3[CH:18]=[CH:17][C:16]([C:12]4[CH:13]=[CH:14][CH:15]=[C:10]([C:9]5[N:8]=[N:7][N:6]([CH:2]([CH3:4])[CH3:3])[N:5]=5)[CH:11]=4)=[CH:35][C:20]=3[C:21]=2[C:31]([NH:33][CH3:34])=[O:32])=[CH:25][CH:26]=1. The yield is 0.300.